From a dataset of Reaction yield outcomes from USPTO patents with 853,638 reactions. Predict the reaction yield, written as a fraction of the theoretical maximum amount of product (1.0 means a 100% yield; for example, 0.34 means a 34% yield). The reactants are [F:1][C:2]1[CH:7]=[CH:6][C:5]([NH2:8])=[CH:4][C:3]=1[N+:9]([O-:11])=[O:10].CCN(C(C)C)C(C)C.[S:21]1[CH:25]=[CH:24][CH:23]=[C:22]1[C:26](Cl)=[O:27].O. The catalyst is C1COCC1. The product is [F:1][C:2]1[CH:7]=[CH:6][C:5]([NH:8][C:26]([C:22]2[S:21][CH:25]=[CH:24][CH:23]=2)=[O:27])=[CH:4][C:3]=1[N+:9]([O-:11])=[O:10]. The yield is 0.950.